Dataset: Forward reaction prediction with 1.9M reactions from USPTO patents (1976-2016). Task: Predict the product of the given reaction. (1) Given the reactants [Cl:1][C:2]1[CH:3]=[CH:4][C:5]([O:32][CH3:33])=[C:6]([N:8]([CH2:20][CH2:21][C:22]2[CH:27]=[CH:26][C:25]([C:28]([F:31])([F:30])[F:29])=[CH:24][CH:23]=2)[C:9](=[O:19])[C:10](=[N:17]O)[C:11]2[CH:16]=[CH:15][CH:14]=[CH:13][CH:12]=2)[CH:7]=1.C(O)(C(F)(F)F)=O, predict the reaction product. The product is: [NH2:17][CH:10]([C:11]1[CH:12]=[CH:13][CH:14]=[CH:15][CH:16]=1)[C:9]([N:8]([C:6]1[CH:7]=[C:2]([Cl:1])[CH:3]=[CH:4][C:5]=1[O:32][CH3:33])[CH2:20][CH2:21][C:22]1[CH:27]=[CH:26][C:25]([C:28]([F:30])([F:31])[F:29])=[CH:24][CH:23]=1)=[O:19]. (2) The product is: [C:14]([N:11]1[CH2:12][CH2:13][C@H:9]([N:8]([CH3:17])[C:5]2[CH:4]=[CH:3][C:2]([NH:1][C:27]3[N:28]=[C:23]([O:22][C:21]4[CH:20]=[C:19]([NH:18][C:56](=[O:90])[CH:55]=[CH2:60])[CH:48]=[CH:47][CH:46]=4)[C:24]([O:52][CH3:49])=[CH:25][N:26]=3)=[CH:7][CH:6]=2)[CH2:10]1)(=[O:16])[CH3:15]. Given the reactants [NH2:1][C:2]1[CH:7]=[CH:6][C:5]([N:8]([CH3:17])[C@H:9]2[CH2:13][CH2:12][N:11]([C:14](=[O:16])[CH3:15])[CH2:10]2)=[CH:4][CH:3]=1.[NH2:18][C:19]1[CH:20]=[C:21]([CH:46]=[CH:47][CH:48]=1)[O:22][C:23]1[C:24]2C=CN[C:25]=2[N:26]=[C:27](NC2C=C(F)C(OCCOC)=C(F)C=2)[N:28]=1.[C:49]([O-:52])([O-])=O.[K+].[K+].[CH:55]1(P(C2CCCCC2)C2C=CC=CC=2C2C(C(C)C)=CC(C(C)C)=CC=2C(C)C)[CH2:60]CCC[CH2:56]1.C[OH:90], predict the reaction product.